Dataset: NCI-60 drug combinations with 297,098 pairs across 59 cell lines. Task: Regression. Given two drug SMILES strings and cell line genomic features, predict the synergy score measuring deviation from expected non-interaction effect. Drug 1: C1CCC(C1)C(CC#N)N2C=C(C=N2)C3=C4C=CNC4=NC=N3. Drug 2: CN(CCCl)CCCl.Cl. Cell line: HCT116. Synergy scores: CSS=23.1, Synergy_ZIP=-6.47, Synergy_Bliss=-3.66, Synergy_Loewe=-10.2, Synergy_HSA=-6.48.